From a dataset of Forward reaction prediction with 1.9M reactions from USPTO patents (1976-2016). Predict the product of the given reaction. Given the reactants [OH:1][C:2]1[CH:25]=[CH:24][C:5]2[C:6]([CH2:9][CH2:10][CH:11]3[CH2:16][CH2:15][N:14]([C:17]([O:19][C:20]([CH3:23])([CH3:22])[CH3:21])=[O:18])[CH2:13][CH2:12]3)=[N:7][O:8][C:4]=2[C:3]=1[CH2:26][OH:27].[CH:28]1([CH2:31]Br)[CH2:30][CH2:29]1.C(=O)([O-])[O-].[K+].[K+].C(=O)([O-])[O-].[Na+].[Na+], predict the reaction product. The product is: [CH:28]1([CH2:31][O:1][C:2]2[CH:25]=[CH:24][C:5]3[C:6]([CH2:9][CH2:10][CH:11]4[CH2:16][CH2:15][N:14]([C:17]([O:19][C:20]([CH3:23])([CH3:22])[CH3:21])=[O:18])[CH2:13][CH2:12]4)=[N:7][O:8][C:4]=3[C:3]=2[CH2:26][OH:27])[CH2:30][CH2:29]1.